This data is from Catalyst prediction with 721,799 reactions and 888 catalyst types from USPTO. The task is: Predict which catalyst facilitates the given reaction. Reactant: [O:1]=[C:2]1[C:7]2[O:8][C:9]([C:17]3[CH:22]=[CH:21][C:20]([C:23]4([NH:27][C:28](=[O:34])[O:29][C:30]([CH3:33])([CH3:32])[CH3:31])[CH2:26][CH2:25][CH2:24]4)=[CH:19][CH:18]=3)=[C:10]([C:11]3[CH:16]=[CH:15][CH:14]=[CH:13][CH:12]=3)[C:6]=2[CH:5]=[CH:4][NH:3]1.[C:35](=O)([O-])[O-].[K+].[K+].IC. Product: [CH3:35][N:3]1[CH:4]=[CH:5][C:6]2[C:10]([C:11]3[CH:12]=[CH:13][CH:14]=[CH:15][CH:16]=3)=[C:9]([C:17]3[CH:22]=[CH:21][C:20]([C:23]4([NH:27][C:28](=[O:34])[O:29][C:30]([CH3:31])([CH3:33])[CH3:32])[CH2:24][CH2:25][CH2:26]4)=[CH:19][CH:18]=3)[O:8][C:7]=2[C:2]1=[O:1]. The catalyst class is: 248.